Dataset: Forward reaction prediction with 1.9M reactions from USPTO patents (1976-2016). Task: Predict the product of the given reaction. Given the reactants C[O:2][C:3]([C@@H:5]1[CH2:9][C@@H:8]([S:10]([C:13]2[CH:18]=[CH:17][CH:16]=[CH:15][C:14]=2[C:19]([F:22])([F:21])[F:20])(=[O:12])=[O:11])[CH2:7][N:6]1[C:23]1[N:24]([CH2:29][C:30]([F:33])([F:32])[F:31])[N:25]=[C:26]([CH3:28])[CH:27]=1)=[O:4].[OH-].[Li+], predict the reaction product. The product is: [CH3:28][C:26]1[CH:27]=[C:23]([N:6]2[CH2:7][C@H:8]([S:10]([C:13]3[CH:18]=[CH:17][CH:16]=[CH:15][C:14]=3[C:19]([F:21])([F:20])[F:22])(=[O:12])=[O:11])[CH2:9][C@H:5]2[C:3]([OH:4])=[O:2])[N:24]([CH2:29][C:30]([F:31])([F:33])[F:32])[N:25]=1.